From a dataset of Peptide-MHC class II binding affinity with 134,281 pairs from IEDB. Regression. Given a peptide amino acid sequence and an MHC pseudo amino acid sequence, predict their binding affinity value. This is MHC class II binding data. (1) The peptide sequence is GSCVYNMMGKREKKLGE. The MHC is DRB1_0802 with pseudo-sequence DRB1_0802. The binding affinity (normalized) is 0.444. (2) The peptide sequence is LVGPTPINIIGRNLLTQIGC. The MHC is DRB1_1501 with pseudo-sequence DRB1_1501. The binding affinity (normalized) is 0.541.